This data is from Full USPTO retrosynthesis dataset with 1.9M reactions from patents (1976-2016). The task is: Predict the reactants needed to synthesize the given product. (1) Given the product [F:31][C:28]([F:29])([F:30])[O:27][C:25]1[CH:24]=[CH:23][C:21]2[N:22]=[C:18]([NH:17][C:14](=[O:15])[CH2:13][C:5]3[CH:4]=[C:3]([O:2][CH3:1])[C:8]([O:9][CH3:10])=[C:7]([O:11][CH3:12])[CH:6]=3)[S:19][C:20]=2[CH:26]=1, predict the reactants needed to synthesize it. The reactants are: [CH3:1][O:2][C:3]1[CH:4]=[C:5]([CH2:13][C:14](Cl)=[O:15])[CH:6]=[C:7]([O:11][CH3:12])[C:8]=1[O:9][CH3:10].[NH2:17][C:18]1[S:19][C:20]2[CH:26]=[C:25]([O:27][C:28]([F:31])([F:30])[F:29])[CH:24]=[CH:23][C:21]=2[N:22]=1. (2) Given the product [C:1]([C:5]1[N:10]=[CH:9][C:8]([C:11]2[N:12]([C:32]([N:34]3[CH2:35][CH2:36][CH:37]([CH2:40][C:41]([NH:51][C:50]4[CH:52]=[CH:53][CH:54]=[C:48]([Cl:47])[C:49]=4[CH3:55])=[O:43])[CH2:38][CH2:39]3)=[O:33])[C@@:13]([C:25]3[CH:26]=[CH:27][C:28]([Cl:31])=[CH:29][CH:30]=3)([CH3:24])[C@@:14]([C:17]3[CH:22]=[CH:21][C:20]([Cl:23])=[CH:19][CH:18]=3)([CH3:16])[N:15]=2)=[C:7]([O:44][CH2:45][CH3:46])[CH:6]=1)([CH3:4])([CH3:2])[CH3:3], predict the reactants needed to synthesize it. The reactants are: [C:1]([C:5]1[N:10]=[CH:9][C:8]([C:11]2[N:12]([C:32]([N:34]3[CH2:39][CH2:38][CH:37]([CH2:40][C:41]([OH:43])=O)[CH2:36][CH2:35]3)=[O:33])[C@@:13]([C:25]3[CH:30]=[CH:29][C:28]([Cl:31])=[CH:27][CH:26]=3)([CH3:24])[C@@:14]([C:17]3[CH:22]=[CH:21][C:20]([Cl:23])=[CH:19][CH:18]=3)([CH3:16])[N:15]=2)=[C:7]([O:44][CH2:45][CH3:46])[CH:6]=1)([CH3:4])([CH3:3])[CH3:2].[Cl:47][C:48]1[C:49]([CH3:55])=[C:50]([CH:52]=[CH:53][CH:54]=1)[NH2:51]. (3) The reactants are: C(OC([N:11]1[CH2:16][CH2:15][CH2:14][C@H:13]([C:17]2[O:18][CH:19]=[C:20]([C:22]3[CH:27]=[CH:26][C:25]([F:28])=[CH:24][CH:23]=3)[N:21]=2)[CH2:12]1)=O)C1C=CC=CC=1.Cl. Given the product [F:28][C:25]1[CH:26]=[CH:27][C:22]([C:20]2[N:21]=[C:17]([C@H:13]3[CH2:14][CH2:15][CH2:16][NH:11][CH2:12]3)[O:18][CH:19]=2)=[CH:23][CH:24]=1, predict the reactants needed to synthesize it.